Dataset: NCI-60 drug combinations with 297,098 pairs across 59 cell lines. Task: Regression. Given two drug SMILES strings and cell line genomic features, predict the synergy score measuring deviation from expected non-interaction effect. (1) Drug 1: CC1=CC=C(C=C1)C2=CC(=NN2C3=CC=C(C=C3)S(=O)(=O)N)C(F)(F)F. Drug 2: C1=NC2=C(N=C(N=C2N1C3C(C(C(O3)CO)O)F)Cl)N. Cell line: HOP-62. Synergy scores: CSS=24.8, Synergy_ZIP=0.758, Synergy_Bliss=1.45, Synergy_Loewe=-21.1, Synergy_HSA=5.74. (2) Drug 1: CN(CC1=CN=C2C(=N1)C(=NC(=N2)N)N)C3=CC=C(C=C3)C(=O)NC(CCC(=O)O)C(=O)O. Drug 2: CCC1(CC2CC(C3=C(CCN(C2)C1)C4=CC=CC=C4N3)(C5=C(C=C6C(=C5)C78CCN9C7C(C=CC9)(C(C(C8N6C=O)(C(=O)OC)O)OC(=O)C)CC)OC)C(=O)OC)O.OS(=O)(=O)O. Cell line: HCT116. Synergy scores: CSS=75.0, Synergy_ZIP=0.0103, Synergy_Bliss=-5.64, Synergy_Loewe=-8.68, Synergy_HSA=-4.56. (3) Drug 1: C1=NNC2=C1C(=O)NC=N2. Drug 2: C1CN(P(=O)(OC1)NCCCl)CCCl. Cell line: SF-268. Synergy scores: CSS=2.77, Synergy_ZIP=0.973, Synergy_Bliss=3.63, Synergy_Loewe=0.473, Synergy_HSA=0.878. (4) Drug 1: CC1CCC2CC(C(=CC=CC=CC(CC(C(=O)C(C(C(=CC(C(=O)CC(OC(=O)C3CCCCN3C(=O)C(=O)C1(O2)O)C(C)CC4CCC(C(C4)OC)OCCO)C)C)O)OC)C)C)C)OC. Drug 2: CCN(CC)CCCC(C)NC1=C2C=C(C=CC2=NC3=C1C=CC(=C3)Cl)OC. Cell line: SK-MEL-5. Synergy scores: CSS=-0.370, Synergy_ZIP=-0.617, Synergy_Bliss=-2.36, Synergy_Loewe=-2.77, Synergy_HSA=-3.70. (5) Drug 1: C1=CN(C(=O)N=C1N)C2C(C(C(O2)CO)O)O.Cl. Drug 2: C1CCC(C(C1)N)N.C(=O)(C(=O)[O-])[O-].[Pt+4]. Cell line: 786-0. Synergy scores: CSS=32.2, Synergy_ZIP=-2.51, Synergy_Bliss=2.06, Synergy_Loewe=0.0748, Synergy_HSA=5.80. (6) Drug 1: CC1=C(C(=CC=C1)Cl)NC(=O)C2=CN=C(S2)NC3=CC(=NC(=N3)C)N4CCN(CC4)CCO. Drug 2: CN(CCCl)CCCl.Cl. Cell line: BT-549. Synergy scores: CSS=23.0, Synergy_ZIP=-6.17, Synergy_Bliss=-3.23, Synergy_Loewe=-1.80, Synergy_HSA=-1.88. (7) Cell line: U251. Synergy scores: CSS=13.4, Synergy_ZIP=-4.93, Synergy_Bliss=0.395, Synergy_Loewe=0.270, Synergy_HSA=0.746. Drug 2: C1C(C(OC1N2C=NC(=NC2=O)N)CO)O. Drug 1: COC1=C(C=C2C(=C1)N=CN=C2NC3=CC(=C(C=C3)F)Cl)OCCCN4CCOCC4. (8) Drug 1: C1C(C(OC1N2C=NC3=C(N=C(N=C32)Cl)N)CO)O. Drug 2: CCN(CC)CCCC(C)NC1=C2C=C(C=CC2=NC3=C1C=CC(=C3)Cl)OC. Cell line: OVCAR-5. Synergy scores: CSS=38.9, Synergy_ZIP=-12.0, Synergy_Bliss=-1.56, Synergy_Loewe=-0.938, Synergy_HSA=1.03.